From a dataset of Forward reaction prediction with 1.9M reactions from USPTO patents (1976-2016). Predict the product of the given reaction. (1) The product is: [OH:27][CH2:35][CH:36]([O:39][C:6]1[CH:7]=[C:8]([O:10][C:17]2[CH:22]=[N:21][C:20]([S:23]([CH3:26])(=[O:25])=[O:24])=[CH:19][CH:18]=2)[CH:9]=[C:4]([CH:5]=1)[C:3]([NH:40][C:41]1[CH:45]=[CH:44][N:43]([CH3:46])[N:42]=1)=[O:15])[CH2:37][CH3:38]. Given the reactants CO[C:3](=[O:15])[C:4]1[CH:9]=[C:8]([OH:10])[CH:7]=[C:6](OCOC)[CH:5]=1.Br[C:17]1[CH:18]=[CH:19][C:20]([S:23]([CH3:26])(=[O:25])=[O:24])=[N:21][CH:22]=1.[O:27]([CH2:35][C@@H:36]([OH:39])[CH2:37][CH3:38])[Si](C(C)(C)C)(C)C.[NH2:40][C:41]1[CH:45]=[CH:44][N:43]([CH3:46])[N:42]=1, predict the reaction product. (2) Given the reactants C[S:2]([CH3:4])=O.O([C:7]([CH3:10])([CH3:9])[CH3:8])[Na].Cl[C:12]1[CH:17]=[CH:16]C=[CH:14][CH:13]=1, predict the reaction product. The product is: [C:4]1([S:2][C:7]([CH3:10])([CH3:9])[CH3:8])[CH:16]=[CH:17][CH:12]=[CH:13][CH:14]=1. (3) Given the reactants [Li+].[OH-].[CH3:3][C:4]1[O:8][N:7]=[C:6]([C:9]([NH:11][C@H:12]2[C:20]3[C:15](=[CH:16][CH:17]=[C:18]([C:21]([O:23]C)=[O:22])[CH:19]=3)[CH2:14][CH2:13]2)=[O:10])[CH:5]=1, predict the reaction product. The product is: [CH3:3][C:4]1[O:8][N:7]=[C:6]([C:9]([NH:11][C@H:12]2[C:20]3[C:15](=[CH:16][CH:17]=[C:18]([C:21]([OH:23])=[O:22])[CH:19]=3)[CH2:14][CH2:13]2)=[O:10])[CH:5]=1.